From a dataset of Experimentally validated miRNA-target interactions with 360,000+ pairs, plus equal number of negative samples. Binary Classification. Given a miRNA mature sequence and a target amino acid sequence, predict their likelihood of interaction. (1) The protein sequence of the target gene is MSASPDDLSTGGRLQNMTVDECFQSRNTVLQGQPFGGVPTVLCLNIALWVLVLVVYSFLRKAAWDYGRLALLIHNDSLTSLIYGEQSEKTSPSETSLEMERRDKGFCSWFFNSITMKDEDLINKCGDDARIYIVFQYHLIIFVLIICIPSLGIILPINYTGSVLDWSSHFARTTIVNVSTESKLLWLHSLLSFFYFITNFMFMAHHCLGFAPRNSQKVTRTLMITYVPKDIEDPELIIKHFHEAYPGSVVTRVHFCYDVRNLIDLDDQRRHAMRGRLFYTAKAKKTGKVMIRIHPCARLC.... The miRNA is hsa-miR-607 with sequence GUUCAAAUCCAGAUCUAUAAC. Result: 0 (no interaction). (2) The miRNA is hsa-miR-4667-3p with sequence UCCCUCCUUCUGUCCCCACAG. The protein sequence of the target gene is MMLNSDTMELDLPPTHSETESGFSDCGGGPGPDGAGSGDPGVVQVRSSELGESGRKDLQHLSREERRRRRRATAKYRTAHATRERIRVEAFNLAFAELRKLLPTLPPDKKLSKIEILRLAICYISYLNHVLDV. Result: 0 (no interaction). (3) The miRNA is mmu-miR-204-5p with sequence UUCCCUUUGUCAUCCUAUGCCU. The protein sequence of the target gene is MSDFVESEAEESEEEYNDEGEVVPRVTKKFVEEEDDDEEEEEENLDDQDEQGNLKGFINDDDDEDEGEEDEGSDSGDSEDDVGHKKRKRTSFDDRLEDDDFDLIEENLGVKVKRGQKYRRVKKMSDDEDDDEEEYGKEEHEKEAIAEEIFQDGEGEEGQEAMEAPMAPPEEEEEDDEESDIDDFIVDDDGQPLKKPKWRKKLPGYTDAALQEAQEIFGVDFDYDEFEKYNEYDEELEEEYEYEDDEAEGEIRVRPKKTTKKRVSRRSIFEMYEPSELESSHLTDQDNEIRATDLPERFQL.... Result: 0 (no interaction). (4) The miRNA is mmu-miR-669a-3p with sequence ACAUAACAUACACACACACGUAU. The protein sequence of the target gene is MTDGKLSTSTNGVAFMGILDGRPGNPLQNLQHVNLKAPRLLSAPEYGPKLKLRALEDRHSLQSVDSGIPTLEIGNPEPVPCSAVHVRRKQSDSDLIPERAFQSACALPSCAPPAPSSTEREQSVRKSSTFPRTGYDSVKLYSPTSKALTRSDDVSVCSVSSLGTELSTTLSVSNEDILDLVVTSSSSAIVTLENDDDPQFTNVTLSSIKETRGLHQQDCVHEAEEGSKLKILGPFSNFFARNLLARKQSARLDKHNDLGWKLFGKAPLRENAQKDSKRIQKEYEDKAGRPSKPPSPKQNV.... Result: 0 (no interaction). (5) The miRNA is hsa-miR-6716-5p with sequence UGGGAAUGGGGGUAAGGGCC. The protein sequence of the target gene is MSHGSGLVRTTCSSGGALGPGQPSEGLLDRVYPLTHGALFKVAQMVTLLIAFICVRSSVPIDYGAHSFFEVVTMCDLIMILIFYLVHLFRFYRVLTCISWPLSELLHYLIGTLLLLIASIVIASKSYNQSGLVAGAIFGFLASFLCLASLWLSYKITCITQSSDASA. Result: 0 (no interaction). (6) The miRNA is hsa-miR-29a-5p with sequence ACUGAUUUCUUUUGGUGUUCAG. The protein sequence of the target gene is MHSTTPISSLFSFTSPAVKRLLGWKQGDEEEKWAEKAVDSLVKKLKKKKGAMDELERALSCPGQPSKCVTIPRSLDGRLQVSHRKGLPHVIYCRVWRWPDLQSHHELKPLECCEFPFGSKQKEVCINPYHYRRVETPVLPPVLVPRHSEYNPQLSLLAKFRSASLHSEPLMPHNATYPDSFQQPPCSALPPSPSHAFSQSPCTASYPHSPGSPSEPESPYQHSVDTPPLPYHATEASETQSGQPVDATADRHVVLSIPNGDFRPVCYEEPQHWCSVAYYELNNRVGETFQASSRSVLIDG.... Result: 0 (no interaction). (7) The miRNA is cel-miR-799 with sequence UGAACCCUGAUAAAGCUAGUGG. Result: 0 (no interaction). The protein sequence of the target gene is METPFYGEEALSGLAAGASSVAGATGAPGGGGFAPPGRAFPGAPPTSSMLKKDALTLSLAEQGAAGLKPGSATAPSALRPDGAPDGLLASPDLGLLKLASPELERLIIQSNGLVTTTPTSTQFLYPKVAASEEQEFAEGFVKALEDLHKQSQLGAATAATSGAPAPPAPADLAATPGATETPVYANLSSFAGGAGPPGGAATVAFAAEPVPFPPPPGALGPPPPPHPPRLAALKDEPQTVPDVPSFGDSPPLSPIDMDTQERIKAERKRLRNRIAASKCRKRKLERISRLEEKVKTLKSQ.... (8) The miRNA is hsa-miR-490-5p with sequence CCAUGGAUCUCCAGGUGGGU. The protein sequence of the target gene is MEREPRARVALVPERCGRGPSSRHRRPGLLLPGLWLLLLAGPASCAPDDLSLAQHSHPVRPSDFLPERSILHSAAQVTLSETVPRSQPSISALVLSSPSATAFDTAFLSQRQQTQSTAEPSFFEANYGSVTSNEVALDDEEMDNFLPDAHWTSSRGVSPMRYITPSPPEPPQEMLEPGTTPSLPTISLPDEVLSGCQNTVQQATVYVEPSTYFGTSWSAFLTSEGIIPTPSRNSVLHPIEIHSQLSSKALPETVASVTEGAENLLFSSRISVSQPSGNGMTQQPSVPLWEVSQPLVGVLA.... Result: 0 (no interaction).